This data is from Forward reaction prediction with 1.9M reactions from USPTO patents (1976-2016). The task is: Predict the product of the given reaction. (1) Given the reactants [CH3:1][C:2]1[C:6]([C:7]2[N:11]([C:12]3[CH:17]=[CH:16][C:15]([O:18][CH3:19])=[CH:14][CH:13]=3)[N:10]=[C:9]([CH2:20][CH2:21][CH3:22])[C:8]=2/[CH:23]=[N:24]/[OH:25])=[C:5]([CH3:26])[O:4][N:3]=1.B(Br)(Br)Br.O, predict the reaction product. The product is: [CH3:1][C:2]1[C:6]([C:7]2[N:11]([C:12]3[CH:13]=[CH:14][C:15]([O:18][CH3:19])=[CH:16][CH:17]=3)[N:10]=[C:9]([CH2:20][CH2:21][CH3:22])[C:8]=2[CH:23]=[N:24][OH:25])=[C:5]([CH3:26])[O:4][N:3]=1. (2) Given the reactants [CH2:1]([CH:11]([CH2:24][CH2:25][CH2:26]/[CH:27]=[CH:28]\[CH2:29][CH2:30][CH2:31][CH2:32][CH3:33])[CH:12]([OH:23])[CH2:13][CH2:14][CH2:15]/[CH:16]=[CH:17]\[CH2:18][CH2:19][CH2:20][CH2:21][CH3:22])[CH2:2][CH2:3]/[CH:4]=[CH:5]\[CH2:6][CH2:7][CH2:8][CH2:9][CH3:10].O=C(Cl)[O:36][C:37](Cl)(Cl)Cl.[CH3:42][N:43]([CH3:49])[CH2:44][CH2:45][CH2:46][NH:47][CH3:48], predict the reaction product. The product is: [CH3:42][N:43]([CH3:49])[CH2:44][CH2:45][CH2:46][N:47]([CH3:48])[C:37](=[O:36])[O:23][CH:12]([CH:11]([CH2:1][CH2:2][CH2:3]/[CH:4]=[CH:5]\[CH2:6][CH2:7][CH2:8][CH2:9][CH3:10])[CH2:24][CH2:25][CH2:26]/[CH:27]=[CH:28]\[CH2:29][CH2:30][CH2:31][CH2:32][CH3:33])[CH2:13][CH2:14][CH2:15]/[CH:16]=[CH:17]\[CH2:18][CH2:19][CH2:20][CH2:21][CH3:22]. (3) The product is: [C:1]([C:5]1[CH:14]=[C:9]([C:10]([O:12][CH3:13])=[O:11])[C:8]([O:15][CH3:16])=[C:7]([NH:17][C:18]([C:19]2[CH:24]=[CH:23][C:22]([CH3:25])=[C:21]([CH:20]=2)[O:26][C:27]2[CH:32]=[CH:31][N:30]=[C:29]([CH2:49][N:46]3[CH2:47][CH2:48][N:43]([C:41]([O:40][C:36]([CH3:39])([CH3:38])[CH3:37])=[O:42])[CH2:44][CH2:45]3)[CH:28]=2)=[O:34])[CH:6]=1)([CH3:4])([CH3:3])[CH3:2]. Given the reactants [C:1]([C:5]1[CH:6]=[C:7]([NH:17][C:18](=[O:34])[C:19]2[CH:24]=[CH:23][C:22]([CH3:25])=[C:21]([O:26][C:27]3[CH:32]=[CH:31][N:30]=[C:29](Cl)[CH:28]=3)[CH:20]=2)[C:8]([O:15][CH3:16])=[C:9]([CH:14]=1)[C:10]([O:12][CH3:13])=[O:11])([CH3:4])([CH3:3])[CH3:2].[K].[C:36]([O:40][C:41]([N:43]1[CH2:48][CH2:47][N:46]([CH2:49][B-](F)(F)F)[CH2:45][CH2:44]1)=[O:42])([CH3:39])([CH3:38])[CH3:37].C([O-])([O-])=O.[Cs+].[Cs+].O, predict the reaction product. (4) Given the reactants [CH2:1]([S:8][C:9]1[CH:18]=[C:17]2[C:12]([C:13](=[O:19])[CH:14]=[N:15][NH:16]2)=[CH:11][CH:10]=1)[C:2]1[CH:7]=[CH:6][CH:5]=[CH:4][CH:3]=1.C1C(=O)N([Br:27])C(=O)C1.CS(C)=O, predict the reaction product. The product is: [CH2:1]([S:8][C:9]1[CH:18]=[C:17]2[C:12]([C:13](=[O:19])[C:14]([Br:27])=[N:15][NH:16]2)=[CH:11][CH:10]=1)[C:2]1[CH:7]=[CH:6][CH:5]=[CH:4][CH:3]=1. (5) Given the reactants [Br:1][C:2]1[CH:10]=[CH:9][C:5]2S[CH:7]=[CH:8][C:4]=2[CH:3]=1.O[O:12][S:13]([O-:15])=O.[K+].O.C(OCC)(=O)C, predict the reaction product. The product is: [Br:1][C:2]1[CH:10]=[CH:9][C:5]2[S:13](=[O:15])(=[O:12])[CH:7]=[CH:8][C:4]=2[CH:3]=1.